This data is from Catalyst prediction with 721,799 reactions and 888 catalyst types from USPTO. The task is: Predict which catalyst facilitates the given reaction. (1) Reactant: [C@@H:1]1([N:9]2[CH:16]=[CH:15][C:13](=[O:14])[NH:12][C:10]2=[O:11])[O:8][C@H:5]([CH2:6][OH:7])[C@@H:3]([OH:4])[CH2:2]1.[C:17]1([C:23](Cl)([C:30]2[CH:35]=[CH:34][CH:33]=[CH:32][CH:31]=2)[C:24]2[CH:29]=[CH:28][CH:27]=[CH:26][CH:25]=2)[CH:22]=[CH:21][CH:20]=[CH:19][CH:18]=1. Product: [C:23]([O:7][CH2:6][C@H:5]1[O:8][C@@H:1]([N:9]2[CH:16]=[CH:15][C:13](=[O:14])[NH:12][C:10]2=[O:11])[CH2:2][C@@H:3]1[OH:4])([C:17]1[CH:22]=[CH:21][CH:20]=[CH:19][CH:18]=1)([C:30]1[CH:31]=[CH:32][CH:33]=[CH:34][CH:35]=1)[C:24]1[CH:25]=[CH:26][CH:27]=[CH:28][CH:29]=1. The catalyst class is: 17. (2) The catalyst class is: 240. Reactant: [CH3:1][N:2]([CH3:26])[C:3]1[N:8]=[C:7]([O:9][CH3:10])[C:6]([OH:11])=[C:5]([CH2:12][CH2:13][CH2:14][CH2:15][CH2:16][CH2:17][CH2:18][CH2:19][CH2:20][CH2:21][O:22]COC)[N:4]=1. Product: [CH3:26][N:2]([CH3:1])[C:3]1[N:4]=[C:5]([CH2:12][CH2:13][CH2:14][CH2:15][CH2:16][CH2:17][CH2:18][CH2:19][CH2:20][CH2:21][OH:22])[C:6]([OH:11])=[C:7]([O:9][CH3:10])[N:8]=1.